This data is from CYP3A4 inhibition data for predicting drug metabolism from PubChem BioAssay. The task is: Regression/Classification. Given a drug SMILES string, predict its absorption, distribution, metabolism, or excretion properties. Task type varies by dataset: regression for continuous measurements (e.g., permeability, clearance, half-life) or binary classification for categorical outcomes (e.g., BBB penetration, CYP inhibition). Dataset: cyp3a4_veith. (1) The molecule is O=C(Cc1ccccc1[N+](=O)[O-])NCCSCc1c(F)cccc1Cl. The result is 1 (inhibitor). (2) The molecule is COc1ccc(-c2noc(C3CCCN(C(=O)c4ccccc4OC)C3)n2)cc1OC. The result is 1 (inhibitor). (3) The drug is COc1ccc(NC(=O)N2CCCC3(CCN(C(=O)c4ccncc4)CC3)C2)cc1. The result is 1 (inhibitor). (4) The drug is COCC(=O)N1CCC[C@@]2(CCN(c3ccccc3)C2)C1. The result is 1 (inhibitor).